This data is from Full USPTO retrosynthesis dataset with 1.9M reactions from patents (1976-2016). The task is: Predict the reactants needed to synthesize the given product. (1) Given the product [I:1][C:8]1[CH:9]=[CH:10][C:5]([O:4][CH3:3])=[CH:6][C:7]=1[OH:11], predict the reactants needed to synthesize it. The reactants are: [I:1]I.[CH3:3][O:4][C:5]1[CH:6]=[C:7]([OH:11])[CH:8]=[CH:9][CH:10]=1. (2) Given the product [C:4]1([CH3:9])[CH:5]=[C:6]([CH3:8])[CH:7]=[C:2]([CH3:1])[C:3]=1[NH:10][C:11]([NH:24][C:25]1[CH:33]=[C:32]([O:34][CH3:35])[C:31]([O:36][CH3:37])=[CH:30][C:26]=1[C:27]([NH:62][CH:58]([C:55]1[CH:56]=[CH:57][CH:52]=[CH:53][CH:54]=1)[C:59]([OH:61])=[O:60])=[O:29])=[O:12], predict the reactants needed to synthesize it. The reactants are: [CH3:1][C:2]1[CH:7]=[C:6]([CH3:8])[CH:5]=[C:4]([CH3:9])[C:3]=1[N:10]=[C:11]=[O:12].ClC1C=CC=C(C)C=1N=C=O.[NH2:24][C:25]1[CH:33]=[C:32]([O:34][CH3:35])[C:31]([O:36][CH3:37])=[CH:30][C:26]=1[C:27]([OH:29])=O.NC1C(C(O)=O)=CC2C(C=1)=CC=CC=2.[CH:52]1[CH:57]=[CH:56][C:55]([C@@H:58]([NH:62]C(OCC2C3C(=CC=CC=3)C3C2=CC=CC=3)=O)[C:59]([OH:61])=[O:60])=[CH:54][CH:53]=1.C1CCC([C@H](NC(OCC2C3C(=CC=CC=3)C3C2=CC=CC=3)=O)C(O)=O)CC1. (3) Given the product [Cl:23][C:24]1[CH:25]=[C:26]([NH:27][C:6]2[C:7]3[C:14]4[CH2:15][CH2:16][C:17]5([CH2:22][C:13]=4[S:12][C:8]=3[N:9]=[CH:10][N:11]=2)[O:21][CH2:20][CH2:19][O:18]5)[CH:28]=[CH:29][C:30]=1[O:31][CH2:32][C:33]1[CH:38]=[CH:37][CH:36]=[C:35]([CH3:39])[N:34]=1, predict the reactants needed to synthesize it. The reactants are: C(O)(C)C.Cl[C:6]1[C:7]2[C:14]3[CH2:15][CH2:16][C:17]4([CH2:22][C:13]=3[S:12][C:8]=2[N:9]=[CH:10][N:11]=1)[O:21][CH2:20][CH2:19][O:18]4.[Cl:23][C:24]1[CH:25]=[C:26]([CH:28]=[CH:29][C:30]=1[O:31][CH2:32][C:33]1[CH:38]=[CH:37][CH:36]=[C:35]([CH3:39])[N:34]=1)[NH2:27].Cl.